From a dataset of Full USPTO retrosynthesis dataset with 1.9M reactions from patents (1976-2016). Predict the reactants needed to synthesize the given product. (1) Given the product [CH3:1][O:2][C:3](=[O:12])[C:4]1[CH:9]=[CH:8][CH:7]=[C:6]([CH2:10][N:18]2[C:17](=[O:20])[CH:16]=[C:15]([CH3:21])[C:14]([Cl:13])=[N:19]2)[CH:5]=1, predict the reactants needed to synthesize it. The reactants are: [CH3:1][O:2][C:3](=[O:12])[C:4]1[CH:9]=[CH:8][CH:7]=[C:6]([CH2:10]Br)[CH:5]=1.[Cl:13][C:14]1[C:15]([CH3:21])=[CH:16][C:17](=[O:20])[NH:18][N:19]=1.C(=O)([O-])[O-].[Cs+].[Cs+]. (2) The reactants are: [CH3:1][C:2]1[N:6]=[C:5]([CH3:7])[N:4]([C:8]2[N:13]=[C:12]([CH3:14])[N:11]=[C:10]([N:15]3[CH2:18][CH:17]([C:19]4[NH:23][C:22]5[CH:24]=[CH:25][CH:26]=[CH:27][C:21]=5[N:20]=4)[CH2:16]3)[CH:9]=2)[N:3]=1.[CH2:28](I)[CH3:29].C(=O)([O-])[O-].[Cs+].[Cs+]. Given the product [CH3:1][C:2]1[N:6]=[C:5]([CH3:7])[N:4]([C:8]2[N:13]=[C:12]([CH3:14])[N:11]=[C:10]([N:15]3[CH2:18][CH:17]([C:19]4[N:23]([CH2:28][CH3:29])[C:22]5[CH:24]=[CH:25][CH:26]=[CH:27][C:21]=5[N:20]=4)[CH2:16]3)[CH:9]=2)[N:3]=1, predict the reactants needed to synthesize it. (3) Given the product [CH2:16]([N:10]1[C:9](=[O:23])[C:8]2[C:7]([C:24]#[N:25])=[N:6][C:5]([C:3]([NH:26][C@H:27]([CH2:28][C:29]3[CH:34]=[CH:33][CH:32]=[CH:31][CH:30]=3)[C:35]([OH:37])=[O:36])=[O:4])=[C:14]([OH:15])[C:13]=2[CH:12]=[CH:11]1)[C:17]1[CH:22]=[CH:21][CH:20]=[CH:19][CH:18]=1, predict the reactants needed to synthesize it. The reactants are: CO[C:3]([C:5]1[N:6]=[C:7]([C:24]#[N:25])[C:8]2[C:9](=[O:23])[N:10]([CH2:16][C:17]3[CH:22]=[CH:21][CH:20]=[CH:19][CH:18]=3)[CH:11]=[CH:12][C:13]=2[C:14]=1[OH:15])=[O:4].[NH2:26][C@@H:27]([C:35]([OH:37])=[O:36])[CH2:28][C:29]1[CH:34]=[CH:33][CH:32]=[CH:31][CH:30]=1.C[O-].[Na+]. (4) Given the product [Cl:13][C:10]1[CH:9]=[CH:8][C:7]([C:5]2[N:6]=[C:2]([NH:1][C:22]3[CH:21]=[C:20]([CH:19]([O:30][CH3:31])[O:18][CH3:17])[CH:25]=[CH:24][C:23]=3[N+:26]([O-:28])=[O:27])[S:3][C:4]=2[C:14]([NH2:16])=[O:15])=[CH:12][CH:11]=1, predict the reactants needed to synthesize it. The reactants are: [NH2:1][C:2]1[S:3][C:4]([C:14]([NH2:16])=[O:15])=[C:5]([C:7]2[CH:12]=[CH:11][C:10]([Cl:13])=[CH:9][CH:8]=2)[N:6]=1.[CH3:17][O:18][CH:19]([O:30][CH3:31])[C:20]1[CH:25]=[CH:24][C:23]([N+:26]([O-:28])=[O:27])=[C:22](F)[CH:21]=1.C(=O)([O-])[O-].[Cs+].[Cs+].CN(C)C=O. (5) Given the product [F:11][C:2]([F:1])([F:10])[C:3]1[N:8]=[C:7]([NH2:9])[CH:6]=[CH:5][C:4]=1[I:19], predict the reactants needed to synthesize it. The reactants are: [F:1][C:2]([F:11])([F:10])[C:3]1[N:8]=[C:7]([NH2:9])[CH:6]=[CH:5][CH:4]=1.C1C(=O)N([I:19])C(=O)C1. (6) Given the product [OH:65][CH2:64][CH:63]([CH3:66])[CH2:62][N:60]1[CH:61]=[C:57]([C:54]2[N:53]=[C:52]([C:67](=[O:68])[NH:69][CH3:70])[C:51]([NH:50][C:26]3[C:27]([C:28]([F:31])([F:29])[F:30])=[CH:22][N:23]=[C:24]([NH:32][C:33]4[CH:34]=[CH:35][C:36]([CH2:37][P:38](=[O:45])([O:42][CH2:43][CH3:44])[O:39][CH2:40][CH3:41])=[CH:46][CH:47]=4)[N:25]=3)=[CH:56][CH:55]=2)[CH:58]=[N:59]1, predict the reactants needed to synthesize it. The reactants are: OCCCN1C=C(C2C=CC(N[C:22]3[C:27]([C:28]([F:31])([F:30])[F:29])=[CH:26][N:25]=[C:24]([NH:32][C:33]4[CH:47]=[CH:46][C:36]([CH2:37][P:38](=[O:45])([O:42][CH2:43][CH3:44])[O:39][CH2:40][CH3:41])=[CH:35][C:34]=4OC)[N:23]=3)=C3C=2CN(C)C3=O)C=N1.[NH2:50][C:51]1[C:52]([C:67]([NH:69][CH3:70])=[O:68])=[N:53][C:54]([C:57]2[CH:58]=[N:59][N:60]([CH2:62][CH:63]([CH3:66])[CH2:64][OH:65])[CH:61]=2)=[CH:55][CH:56]=1.ClC1C(C(F)(F)F)=CN=C(NC2C=CC(CP(=O)(OCC)OCC)=CC=2OC)N=1.ClC1C(C(F)(F)F)=CN=C(NC2C=CC(CP(=O)(OCC)OCC)=CC=2)N=1. (7) Given the product [NH2:22][C:17]([CH3:21])([CH2:18][CH2:19][CH3:20])[CH2:16][NH:15][C:13]([C:9]1[N:4]2[CH:5]=[C:6]([CH3:8])[CH:7]=[C:2]([O:1][CH2:33][C:32]3[CH:35]=[CH:36][CH:37]=[CH:38][C:31]=3[Cl:30])[C:3]2=[N:11][C:10]=1[CH3:12])=[O:14], predict the reactants needed to synthesize it. The reactants are: [OH:1][C:2]1[C:3]2[N:4]([C:9]([C:13]([NH:15][CH2:16][C:17]([NH:22]C(=O)OC(C)(C)C)([CH3:21])[CH2:18][CH2:19][CH3:20])=[O:14])=[C:10]([CH3:12])[N:11]=2)[CH:5]=[C:6]([CH3:8])[CH:7]=1.[Cl:30][C:31]1[CH:38]=[CH:37][CH:36]=[CH:35][C:32]=1[CH2:33]Cl.C(=O)([O-])[O-].[Cs+].[Cs+].[I-].[K+].Cl. (8) Given the product [NH2:13][C:3]1[CH:4]=[CH:5][C:6]2[NH:7][C:8](=[O:17])[S:9][C:10]=2[C:2]=1[Br:1], predict the reactants needed to synthesize it. The reactants are: [Br:1][C:2]1[C:10]2[S:9][C:8](SC)=[N:7][C:6]=2[CH:5]=[CH:4][C:3]=1[NH2:13].C1C[O:17]CC1.C[O-].[Na+]. (9) Given the product [CH3:14][S:11]([C:8]1[CH:9]=[CH:10][C:2]([S:22][CH3:21])=[C:3]([CH:7]=1)[C:4]([OH:6])=[O:5])(=[O:13])=[O:12], predict the reactants needed to synthesize it. The reactants are: F[C:2]1[CH:10]=[CH:9][C:8]([S:11]([CH3:14])(=[O:13])=[O:12])=[CH:7][C:3]=1[C:4]([OH:6])=[O:5].C(=O)([O-])[O-].[Cs+].[Cs+].[CH3:21][S-:22].[Na+].Cl.